Dataset: Peptide-MHC class I binding affinity with 185,985 pairs from IEDB/IMGT. Task: Regression. Given a peptide amino acid sequence and an MHC pseudo amino acid sequence, predict their binding affinity value. This is MHC class I binding data. (1) The peptide sequence is PAHKSQLV. The MHC is HLA-A02:06 with pseudo-sequence HLA-A02:06. The binding affinity (normalized) is 0. (2) The peptide sequence is YLACKQHAL. The MHC is HLA-A02:06 with pseudo-sequence HLA-A02:06. The binding affinity (normalized) is 1.00. (3) The peptide sequence is KLQPSDTLL. The MHC is HLA-A03:01 with pseudo-sequence HLA-A03:01. The binding affinity (normalized) is 0.0847. (4) The binding affinity (normalized) is 0.0847. The MHC is HLA-B27:03 with pseudo-sequence HLA-B27:03. The peptide sequence is FHHRIRCKL. (5) The peptide sequence is NLAEDIMRL. The MHC is HLA-A68:02 with pseudo-sequence HLA-A68:02. The binding affinity (normalized) is 0.609. (6) The peptide sequence is ESTINLLPY. The MHC is HLA-A11:01 with pseudo-sequence HLA-A11:01. The binding affinity (normalized) is 0.0847. (7) The MHC is HLA-A30:02 with pseudo-sequence HLA-A30:02. The peptide sequence is WAIQCYTGV. The binding affinity (normalized) is 0.213. (8) The peptide sequence is STDVNKQNK. The MHC is HLA-A68:01 with pseudo-sequence HLA-A68:01. The binding affinity (normalized) is 0.476. (9) The peptide sequence is RLKHIFLIF. The MHC is HLA-A29:02 with pseudo-sequence HLA-A29:02. The binding affinity (normalized) is 0.0847. (10) The peptide sequence is GPRTRGYAI. The MHC is HLA-B07:02 with pseudo-sequence HLA-B07:02. The binding affinity (normalized) is 0.800.